The task is: Predict which catalyst facilitates the given reaction.. This data is from Catalyst prediction with 721,799 reactions and 888 catalyst types from USPTO. (1) Reactant: [Br:1][C:2]1[C:11]2[C:6](=[CH:7][CH:8]=[CH:9][CH:10]=2)[C:5]([OH:12])=[CH:4][CH:3]=1.Cl[CH2:14][CH2:15][CH2:16][N:17]1[CH2:22][CH2:21][CH2:20][CH2:19][CH2:18]1.C(=O)([O-])[O-].[K+].[K+].[I-].[K+].S([O-])([O-])(=O)=S.[Na+].[Na+]. Product: [Br:1][C:2]1[C:11]2[C:6](=[CH:7][CH:8]=[CH:9][CH:10]=2)[C:5]([O:12][CH2:14][CH2:15][CH2:16][N:17]2[CH2:22][CH2:21][CH2:20][CH2:19][CH2:18]2)=[CH:4][CH:3]=1. The catalyst class is: 131. (2) Reactant: [ClH:1].Cl.[C:3]12([CH2:13][C:14]([NH:16][C:17]3[C:26]([CH3:27])=[CH:25][CH:24]=[C:23]4[C:18]=3[CH:19]=[CH:20][C:21]([N:28]3[CH2:33][CH2:32][NH:31][CH2:30][CH2:29]3)=[N:22]4)=[O:15])[CH2:12][CH:7]3[CH2:8][CH:9]([CH2:11][CH:5]([CH2:6]3)[CH2:4]1)[CH2:10]2.[Si]([O:41][CH2:42][CH:43]=O)(C(C)(C)C)(C)C.C(O[BH-](OC(=O)C)OC(=O)C)(=O)C.[Na+].C(=O)(O)[O-].[Na+]. Product: [ClH:1].[ClH:1].[C:3]12([CH2:13][C:14]([NH:16][C:17]3[C:26]([CH3:27])=[CH:25][CH:24]=[C:23]4[C:18]=3[CH:19]=[CH:20][C:21]([N:28]3[CH2:29][CH2:30][N:31]([CH2:43][CH2:42][OH:41])[CH2:32][CH2:33]3)=[N:22]4)=[O:15])[CH2:4][CH:5]3[CH2:6][CH:7]([CH2:8][CH:9]([CH2:11]3)[CH2:10]1)[CH2:12]2. The catalyst class is: 4. (3) Reactant: [Br:1][C:2]1[N:7]=[CH:6][C:5]([OH:8])=[CH:4][CH:3]=1.C([O-])([O-])=O.[K+].[K+].Br[CH:16]1[CH2:20][CH2:19][CH2:18][CH2:17]1. Product: [Br:1][C:2]1[CH:3]=[CH:4][C:5]([O:8][CH:16]2[CH2:20][CH2:19][CH2:18][CH2:17]2)=[CH:6][N:7]=1. The catalyst class is: 9. (4) Product: [Cl:1][C:2]1[C:3]([F:10])=[C:4]([CH:7]=[CH:8][CH:9]=1)[CH2:5][N:11]=[C:12]=[S:13]. The catalyst class is: 9. Reactant: [Cl:1][C:2]1[C:3]([F:10])=[C:4]([CH:7]=[CH:8][CH:9]=1)[CH2:5]Br.[N-:11]=[C:12]=[S:13].[K+].[Na+].[I-]. (5) Reactant: [NH2:1][C:2]1[N:7]=[CH:6][C:5]([CH:8]2[CH2:13][CH2:12][N:11]([C:14]([O:16][C:17]([CH3:20])([CH3:19])[CH3:18])=[O:15])[CH2:10][CH2:9]2)=[CH:4][C:3]=1Br.[B:22]1([B:22]2[O:26][C:25]([CH3:28])([CH3:27])[C:24]([CH3:30])([CH3:29])[O:23]2)[O:26][C:25]([CH3:28])([CH3:27])[C:24]([CH3:30])([CH3:29])[O:23]1.C([O-])(=O)C.[K+]. Product: [NH2:1][C:2]1[N:7]=[CH:6][C:5]([CH:8]2[CH2:13][CH2:12][N:11]([C:14]([O:16][C:17]([CH3:20])([CH3:19])[CH3:18])=[O:15])[CH2:10][CH2:9]2)=[CH:4][C:3]=1[B:22]1[O:26][C:25]([CH3:28])([CH3:27])[C:24]([CH3:30])([CH3:29])[O:23]1. The catalyst class is: 12.